From a dataset of NCI-60 drug combinations with 297,098 pairs across 59 cell lines. Regression. Given two drug SMILES strings and cell line genomic features, predict the synergy score measuring deviation from expected non-interaction effect. (1) Drug 1: C1=CC(=CC=C1C#N)C(C2=CC=C(C=C2)C#N)N3C=NC=N3. Drug 2: C1CC(=O)NC(=O)C1N2C(=O)C3=CC=CC=C3C2=O. Cell line: COLO 205. Synergy scores: CSS=-4.02, Synergy_ZIP=0.525, Synergy_Bliss=-5.13, Synergy_Loewe=-4.68, Synergy_HSA=-8.38. (2) Drug 1: CNC(=O)C1=CC=CC=C1SC2=CC3=C(C=C2)C(=NN3)C=CC4=CC=CC=N4. Drug 2: CCC1(C2=C(COC1=O)C(=O)N3CC4=CC5=C(C=CC(=C5CN(C)C)O)N=C4C3=C2)O.Cl. Cell line: CAKI-1. Synergy scores: CSS=5.08, Synergy_ZIP=-10.9, Synergy_Bliss=-10.7, Synergy_Loewe=-17.6, Synergy_HSA=-10.3. (3) Drug 1: CC12CCC3C(C1CCC2=O)CC(=C)C4=CC(=O)C=CC34C. Drug 2: C1CNP(=O)(OC1)N(CCCl)CCCl. Cell line: NCI-H522. Synergy scores: CSS=40.9, Synergy_ZIP=0.112, Synergy_Bliss=0.242, Synergy_Loewe=-22.6, Synergy_HSA=-0.0408. (4) Drug 2: COCCOC1=C(C=C2C(=C1)C(=NC=N2)NC3=CC=CC(=C3)C#C)OCCOC.Cl. Cell line: K-562. Synergy scores: CSS=43.2, Synergy_ZIP=8.90, Synergy_Bliss=11.5, Synergy_Loewe=7.20, Synergy_HSA=8.47. Drug 1: C1=C(C(=O)NC(=O)N1)N(CCCl)CCCl. (5) Drug 2: CC12CCC3C(C1CCC2O)C(CC4=C3C=CC(=C4)O)CCCCCCCCCS(=O)CCCC(C(F)(F)F)(F)F. Drug 1: CCCS(=O)(=O)NC1=C(C(=C(C=C1)F)C(=O)C2=CNC3=C2C=C(C=N3)C4=CC=C(C=C4)Cl)F. Synergy scores: CSS=2.96, Synergy_ZIP=0.139, Synergy_Bliss=2.80, Synergy_Loewe=-1.74, Synergy_HSA=1.25. Cell line: NCI/ADR-RES.